From a dataset of Forward reaction prediction with 1.9M reactions from USPTO patents (1976-2016). Predict the product of the given reaction. Given the reactants [Br:1][C:2]1[CH:3]=[C:4]([C:15]#[N:16])[C:5]2[C:10]([CH:11]=1)=[CH:9][CH:8]=[C:7]([O:12][CH3:13])[C:6]=2Br.O.O.[Sn](Cl)Cl.Cl, predict the reaction product. The product is: [Br:1][C:2]1[CH:3]=[C:4]([C:15]#[N:16])[C:5]2[C:10]([CH:11]=1)=[CH:9][CH:8]=[C:7]([O:12][CH3:13])[CH:6]=2.